Task: Predict which catalyst facilitates the given reaction.. Dataset: Catalyst prediction with 721,799 reactions and 888 catalyst types from USPTO (1) Reactant: [CH3:1][NH2:2].[F:3][C:4]([F:35])([C:19]([F:34])([F:33])[C:20]([F:32])([F:31])[C:21]([F:30])([F:29])[C:22]([F:28])([F:27])[C:23]([F:26])([F:25])[F:24])[CH2:5][CH2:6][CH2:7]C1C=C(C)C=CC=1S([O-])(=O)=O. Product: [CH3:1][NH:2][CH2:7][CH2:6][CH2:5][C:4]([F:3])([F:35])[C:19]([F:33])([F:34])[C:20]([F:31])([F:32])[C:21]([F:29])([F:30])[C:22]([F:27])([F:28])[C:23]([F:26])([F:25])[F:24]. The catalyst class is: 7. (2) Reactant: [Br:1][CH:2]([CH3:7])[CH2:3][C:4]([OH:6])=[O:5].FC(F)(F)C(OC(=O)C(F)(F)F)=O.[C:21](O)([CH3:24])([CH3:23])[CH3:22]. Product: [C:21]([O:5][C:4](=[O:6])[CH2:3][CH:2]([Br:1])[CH3:7])([CH3:24])([CH3:23])[CH3:22]. The catalyst class is: 7. (3) Reactant: [CH3:1]C([O-])(C)C.[K+].[CH2:7]([CH:9]1[CH2:13][C:12](=O)[CH2:11][CH:10]1[C:15]([O:17][CH2:18][CH3:19])=[O:16])[CH3:8]. Product: [CH2:7]([CH:9]1[CH2:13][C:12](=[CH2:1])[CH2:11][CH:10]1[C:15]([O:17][CH2:18][CH3:19])=[O:16])[CH3:8]. The catalyst class is: 307.